From a dataset of Forward reaction prediction with 1.9M reactions from USPTO patents (1976-2016). Predict the product of the given reaction. (1) Given the reactants Br[C:2]1[CH:27]=[CH:26][C:5]2[C:6]3[N:7]=[C:8]([C:14]4[N:15]([CH2:19][C:20]5[CH:25]=[CH:24][N:23]=[CH:22][CH:21]=5)[N:16]=[CH:17][N:18]=4)[S:9][C:10]=3[CH2:11][CH2:12][O:13][C:4]=2[CH:3]=1.[CH3:28][C:29]([OH:46])([CH3:45])[CH2:30][N:31]1[CH:35]=[C:34](B2OC(C)(C)C(C)(C)O2)[CH:33]=[N:32]1, predict the reaction product. The product is: [CH3:28][C:29]([OH:46])([CH3:45])[CH2:30][N:31]1[CH:35]=[C:34]([C:2]2[CH:27]=[CH:26][C:5]3[C:6]4[N:7]=[C:8]([C:14]5[N:15]([CH2:19][C:20]6[CH:21]=[CH:22][N:23]=[CH:24][CH:25]=6)[N:16]=[CH:17][N:18]=5)[S:9][C:10]=4[CH2:11][CH2:12][O:13][C:4]=3[CH:3]=2)[CH:33]=[N:32]1. (2) Given the reactants [NH2:1][C:2]1[CH:3]=[C:4]2[C:8](=[CH:9][CH:10]=1)[C:7](=O)[CH2:6][CH2:5]2.Cl.[CH2:13]([C:17]1[CH:22]=[CH:21][C:20]([C:23]2[CH:28]=[CH:27][CH:26]=[C:25]([NH:29]N)[C:24]=2[F:31])=[CH:19][CH:18]=1)[CH2:14][CH2:15][CH3:16], predict the reaction product. The product is: [CH2:13]([C:17]1[CH:18]=[CH:19][C:20]([C:23]2[CH:28]=[CH:27][C:26]3[C:6]4[CH2:5][C:4]5[C:8](=[CH:9][CH:10]=[C:2]([NH2:1])[CH:3]=5)[C:7]=4[NH:29][C:25]=3[C:24]=2[F:31])=[CH:21][CH:22]=1)[CH2:14][CH2:15][CH3:16]. (3) Given the reactants [OH:1][CH:2]1[CH2:7][CH2:6][CH2:5][CH:4]([O:8][CH2:9][C:10]2[CH:19]=[CH:18][CH:17]=[C:16]([CH3:20])[C:11]=2[C:12]([O:14]C)=[O:13])[CH2:3]1.[CH3:21][C:22]1[CH:23]=[C:24]([C:29]2[O:30][C:31]([CH3:36])=[C:32]([CH2:34]I)[N:33]=2)[CH:25]=[CH:26][C:27]=1[CH3:28], predict the reaction product. The product is: [CH3:21][C:22]1[CH:23]=[C:24]([C:29]2[O:30][C:31]([CH3:36])=[C:32]([CH2:34][O:1][CH:2]3[CH2:7][CH2:6][CH2:5][CH:4]([O:8][CH2:9][C:10]4[CH:19]=[CH:18][CH:17]=[C:16]([CH3:20])[C:11]=4[C:12]([OH:14])=[O:13])[CH2:3]3)[N:33]=2)[CH:25]=[CH:26][C:27]=1[CH3:28]. (4) Given the reactants Br[C:2]1[CH:7]=[CH:6][C:5]([C:8]([N:10]2[CH2:14][CH2:13][CH2:12][C@H:11]2[CH2:15][N:16]2[CH2:20][CH2:19][CH2:18][CH2:17]2)=[O:9])=[C:4]([F:21])[CH:3]=1.[CH3:22][O:23][C:24]1[CH:29]=[C:28]([O:30][CH3:31])[CH:27]=[CH:26][C:25]=1B(O)O, predict the reaction product. The product is: [F:21][C:4]1[CH:3]=[C:2]([C:27]2[CH:26]=[CH:25][C:24]([O:23][CH3:22])=[CH:29][C:28]=2[O:30][CH3:31])[CH:7]=[CH:6][C:5]=1[C:8]([N:10]1[CH2:14][CH2:13][CH2:12][C@H:11]1[CH2:15][N:16]1[CH2:20][CH2:19][CH2:18][CH2:17]1)=[O:9]. (5) Given the reactants [C:1]([C:4]1[NH:8][CH:7]=[C:6]([C:9]([O:11]CC)=[O:10])[C:5]=1[C:14]1[CH:19]=[CH:18][C:17]([N+:20]([O-:22])=[O:21])=[CH:16][CH:15]=1)(=[O:3])[NH2:2].S(=O)(=O)(O)O, predict the reaction product. The product is: [C:1]([C:4]1[NH:8][CH:7]=[C:6]([C:9]([OH:11])=[O:10])[C:5]=1[C:14]1[CH:15]=[CH:16][C:17]([N+:20]([O-:22])=[O:21])=[CH:18][CH:19]=1)(=[O:3])[NH2:2]. (6) The product is: [CH:2]([C:6]1[CH:7]=[C:8]([NH:12][C:13]([NH:15][C:16]2[CH:21]=[CH:20][C:19]([C:22]([F:23])([F:24])[F:25])=[CH:18][CH:17]=2)=[O:14])[CH:9]=[CH:10][CH:11]=1)=[O:1]. Given the reactants [O:1]1CCO[CH:2]1[C:6]1[CH:7]=[C:8]([NH:12][C:13]([NH:15][C:16]2[CH:21]=[CH:20][C:19]([C:22]([F:25])([F:24])[F:23])=[CH:18][CH:17]=2)=[O:14])[CH:9]=[CH:10][CH:11]=1, predict the reaction product.